From a dataset of TCR-epitope binding with 47,182 pairs between 192 epitopes and 23,139 TCRs. Binary Classification. Given a T-cell receptor sequence (or CDR3 region) and an epitope sequence, predict whether binding occurs between them. (1) The epitope is EEHVQIHTI. The TCR CDR3 sequence is CASSHGPDSPLHF. Result: 0 (the TCR does not bind to the epitope). (2) The epitope is CTELKLSDY. The TCR CDR3 sequence is CASSFGGPGSGKLFF. Result: 0 (the TCR does not bind to the epitope).